Dataset: Full USPTO retrosynthesis dataset with 1.9M reactions from patents (1976-2016). Task: Predict the reactants needed to synthesize the given product. Given the product [O:1]([C:8]1[CH:9]=[C:10]([N:14]([CH2:15][C:16]2[CH:17]=[C:18]([CH:23]=[CH:24][CH:25]=2)[C:19]([O:21][CH3:22])=[O:20])[CH2:29][CH:28]([OH:30])[C:27]([F:32])([F:31])[F:26])[CH:11]=[CH:12][CH:13]=1)[C:2]1[CH:7]=[CH:6][CH:5]=[CH:4][CH:3]=1, predict the reactants needed to synthesize it. The reactants are: [O:1]([C:8]1[CH:9]=[C:10]([NH:14][CH2:15][C:16]2[CH:17]=[C:18]([CH:23]=[CH:24][CH:25]=2)[C:19]([O:21][CH3:22])=[O:20])[CH:11]=[CH:12][CH:13]=1)[C:2]1[CH:7]=[CH:6][CH:5]=[CH:4][CH:3]=1.[F:26][C:27]([F:32])([F:31])[CH:28]1[O:30][CH2:29]1.FC(F)(F)S([O-])(=O)=O.[Yb+3].FC(F)(F)S([O-])(=O)=O.FC(F)(F)S([O-])(=O)=O.